The task is: Predict which catalyst facilitates the given reaction.. This data is from Catalyst prediction with 721,799 reactions and 888 catalyst types from USPTO. (1) Reactant: [Cl:1][C:2]1[CH:3]=[N:4][CH:5]=[C:6]([Cl:17])[C:7]=1[N:8]1[CH2:13][CH2:12][CH:11]([C:14]([NH2:16])=O)[CH2:10][CH2:9]1.COC1C=CC(P2(SP(C3C=CC(OC)=CC=3)(=S)S2)=[S:27])=CC=1.C(=O)([O-])O.[Na+]. Product: [Cl:1][C:2]1[CH:3]=[N:4][CH:5]=[C:6]([Cl:17])[C:7]=1[N:8]1[CH2:13][CH2:12][CH:11]([C:14](=[S:27])[NH2:16])[CH2:10][CH2:9]1. The catalyst class is: 1. (2) Reactant: [Br:1][CH2:2][C:3](=O)[C:4]([O:6][CH2:7][CH3:8])=[O:5].Cl.[CH3:11][O:12][NH2:13]. Product: [CH3:11][O:12][N:13]=[C:3]([CH2:2][Br:1])[C:4]([O:6][CH2:7][CH3:8])=[O:5]. The catalyst class is: 8. (3) The catalyst class is: 3. Product: [Cl:1][C:2]1[CH:3]=[CH:4][C:5]([CH2:8][C:9]([NH:25][CH2:26][C:27]2[CH:36]=[CH:35][CH:34]=[C:33]3[C:28]=2[C:29](=[O:46])[N:30]([CH:38]2[CH2:43][CH2:42][C:41](=[O:44])[NH:40][C:39]2=[O:45])[C:31]([CH3:37])=[N:32]3)=[O:11])=[CH:6][CH:7]=1. Reactant: [Cl:1][C:2]1[CH:7]=[CH:6][C:5]([CH2:8][C:9]([OH:11])=O)=[CH:4][CH:3]=1.C(N1C=CN=C1)(N1C=CN=C1)=O.Cl.[NH2:25][CH2:26][C:27]1[CH:36]=[CH:35][CH:34]=[C:33]2[C:28]=1[C:29](=[O:46])[N:30]([CH:38]1[CH2:43][CH2:42][C:41](=[O:44])[NH:40][C:39]1=[O:45])[C:31]([CH3:37])=[N:32]2. (4) Reactant: Cl.[CH3:2][NH:3][O:4][CH3:5].C(N(CC)CC)C.O.[CH:14]1([C:20](Cl)=[O:21])[CH2:19][CH2:18][CH2:17][CH2:16][CH2:15]1. Product: [CH3:2][N:3]([O:4][CH3:5])[C:20]([CH:14]1[CH2:19][CH2:18][CH2:17][CH2:16][CH2:15]1)=[O:21]. The catalyst class is: 4.